Dataset: Forward reaction prediction with 1.9M reactions from USPTO patents (1976-2016). Task: Predict the product of the given reaction. (1) Given the reactants [Cl:1][C:2]1[N:7]=[CH:6][C:5]([CH2:8][NH:9][CH:10]2[CH2:15][CH2:14][N:13]([C:16]([O:18][C:19]([CH3:22])([CH3:21])[CH3:20])=[O:17])[CH2:12][CH2:11]2)=[CH:4][CH:3]=1.CC(O)=O.C(O[C:30]1(O[Si](C)(C)C)[CH2:32][CH2:31]1)C.[BH3-]C#N.[Na+], predict the reaction product. The product is: [Cl:1][C:2]1[N:7]=[CH:6][C:5]([CH2:8][N:9]([CH:30]2[CH2:32][CH2:31]2)[CH:10]2[CH2:11][CH2:12][N:13]([C:16]([O:18][C:19]([CH3:22])([CH3:21])[CH3:20])=[O:17])[CH2:14][CH2:15]2)=[CH:4][CH:3]=1. (2) The product is: [CH2:19]([N:26]1[CH:30]=[C:29]([C:31]2[O:18][C:10]3[C:9]([OH:8])=[C:14]([O:15][CH3:16])[CH:13]=[CH:12][C:11]=3[C:32]=2[C:46]([C:37]2[CH:36]=[C:35]([O:34][CH3:33])[C:40]([O:41][CH3:42])=[C:39]([O:43][CH3:44])[CH:38]=2)=[O:48])[CH:28]=[N:27]1)[C:20]1[CH:21]=[CH:22][CH:23]=[CH:24][CH:25]=1. Given the reactants C([O:8][C:9]1[C:14]([O:15][CH3:16])=[CH:13][CH:12]=[C:11](I)[C:10]=1[OH:18])C1C=CC=CC=1.[CH2:19]([N:26]1[CH:30]=[C:29]([C:31]#[CH:32])[CH:28]=[N:27]1)[C:20]1[CH:25]=[CH:24][CH:23]=[CH:22][CH:21]=1.[CH3:33][O:34][C:35]1[CH:36]=[C:37](I)[CH:38]=[C:39]([O:43][CH3:44])[C:40]=1[O:41][CH3:42].[C:46](OCC)(=[O:48])C, predict the reaction product. (3) Given the reactants [OH:1][C:2]1[C:14]2[CH2:13][O:12][C:11](=[O:15])[C:10]=2[C:9]([C:16]2[CH:21]=[CH:20][CH:19]=[CH:18][CH:17]=2)=[C:8]2[C:3]=1[CH:4]=[C:5]([O:24][CH3:25])[C:6]([O:22][CH3:23])=[CH:7]2.IC.[C:28](=O)([O-])[O-].[K+].[K+].[Cl-].[NH4+], predict the reaction product. The product is: [CH3:28][O:1][C:2]1[C:14]2[CH2:13][O:12][C:11](=[O:15])[C:10]=2[C:9]([C:16]2[CH:21]=[CH:20][CH:19]=[CH:18][CH:17]=2)=[C:8]2[C:3]=1[CH:4]=[C:5]([O:24][CH3:25])[C:6]([O:22][CH3:23])=[CH:7]2.